Dataset: Full USPTO retrosynthesis dataset with 1.9M reactions from patents (1976-2016). Task: Predict the reactants needed to synthesize the given product. (1) Given the product [CH2:34]([N:41]1[CH2:42][CH2:43][CH:33]([C:32]2[NH:21][C:22](=[O:31])[C:23]3[C:24]([CH:30]=2)=[C:25]([CH3:29])[CH:26]=[CH:27][CH:28]=3)[CH2:45]1)[C:35]1[CH:40]=[CH:39][CH:38]=[CH:37][CH:36]=1, predict the reactants needed to synthesize it. The reactants are: C(NC(C)C)(C)C.CCCCCC.C([Li])CCC.C([N:21]([CH2:32][CH3:33])[C:22](=[O:31])[C:23]1[CH:28]=[CH:27][CH:26]=[C:25]([CH3:29])[C:24]=1[CH3:30])C.[CH2:34]([N:41]1[CH2:45]C[CH:43](C#N)[CH2:42]1)[C:35]1[CH:40]=[CH:39][CH:38]=[CH:37][CH:36]=1. (2) Given the product [CH3:23][C:13]1[S:14][C:15]([C:16]2[CH:17]=[C:18]([CH3:22])[CH:19]=[CH:20][CH:21]=2)=[C:11]([C:9]([N:8]2[CH2:7][C@@H:6]3[C@@H:4]([CH2:5]3)[C@H:3]2[CH2:2][NH:1][C:30]([C:26]2[N:25]([CH3:24])[CH:29]=[CH:28][CH:27]=2)=[O:31])=[O:10])[N:12]=1, predict the reactants needed to synthesize it. The reactants are: [NH2:1][CH2:2][C@H:3]1[N:8]([C:9]([C:11]2[N:12]=[C:13]([CH3:23])[S:14][C:15]=2[C:16]2[CH:17]=[C:18]([CH3:22])[CH:19]=[CH:20][CH:21]=2)=[O:10])[CH2:7][C@@H:6]2[C@H:4]1[CH2:5]2.[CH3:24][N:25]1[CH:29]=[CH:28][CH:27]=[C:26]1[C:30](O)=[O:31]. (3) The reactants are: [N+:1]([C:4]1[CH:5]=[C:6]([CH:8]=[CH:9][CH:10]=1)[NH2:7])([O-:3])=[O:2].[C:11]1([S:17](Cl)(=[O:19])=[O:18])[CH:16]=[CH:15][CH:14]=[CH:13][CH:12]=1. Given the product [N+:1]([C:4]1[CH:5]=[C:6]([NH:7][S:17]([C:11]2[CH:16]=[CH:15][CH:14]=[CH:13][CH:12]=2)(=[O:19])=[O:18])[CH:8]=[CH:9][CH:10]=1)([O-:3])=[O:2], predict the reactants needed to synthesize it. (4) Given the product [F:42][C:2]1([F:1])[CH2:5][CH:4]([C:6]2[O:10][N:9]=[C:8]([C:11]3[CH:12]=[CH:13][C:14]([CH3:41])=[C:15]([NH:17][C:18]([C:20]4[N:24]5[CH:25]=[C:26]([CH2:29][OH:30])[CH:27]=[CH:28][C:23]5=[N:22][CH:21]=4)=[O:19])[CH:16]=3)[N:7]=2)[CH2:3]1, predict the reactants needed to synthesize it. The reactants are: [F:1][C:2]1([F:42])[CH2:5][CH:4]([C:6]2[O:10][N:9]=[C:8]([C:11]3[CH:12]=[CH:13][C:14]([CH3:41])=[C:15]([NH:17][C:18]([C:20]4[N:24]5[CH:25]=[C:26]([CH2:29][O:30][Si](C(C)C)(C(C)C)C(C)C)[CH:27]=[CH:28][C:23]5=[N:22][CH:21]=4)=[O:19])[CH:16]=3)[N:7]=2)[CH2:3]1.CCCC[N+](CCCC)(CCCC)CCCC.[F-]. (5) Given the product [C:21]([NH:25][C:9]1[N:8]([CH2:16][CH2:17][O:18][CH3:19])[C:7](=[O:20])[C:6]2[C:11](=[C:2]([I:1])[CH:3]=[CH:4][CH:5]=2)[N:10]=1)([CH3:24])([CH3:23])[CH3:22], predict the reactants needed to synthesize it. The reactants are: [I:1][C:2]1[CH:3]=[CH:4][CH:5]=[C:6]2[C:11]=1[N:10]=[C:9](S(C)(=O)=O)[N:8]([CH2:16][CH2:17][O:18][CH3:19])[C:7]2=[O:20].[C:21]([NH2:25])([CH3:24])([CH3:23])[CH3:22].[OH-].[Na+]. (6) Given the product [CH2:1]([O:8][C:9]([NH:11][C:12]([CH3:17])([CH3:16])[C:13]([N:34]1[CH2:35][CH2:36][N:31]([CH3:30])[CH2:32][CH2:33]1)=[O:15])=[O:10])[C:2]1[CH:3]=[CH:4][CH:5]=[CH:6][CH:7]=1, predict the reactants needed to synthesize it. The reactants are: [CH2:1]([O:8][C:9]([NH:11][C:12]([CH3:17])([CH3:16])[C:13]([OH:15])=O)=[O:10])[C:2]1[CH:7]=[CH:6][CH:5]=[CH:4][CH:3]=1.C(N1C=CN=C1)(N1C=CN=C1)=O.[CH3:30][N:31]1[CH2:36][CH2:35][NH:34][CH2:33][CH2:32]1.CO. (7) Given the product [ClH:43].[C:1]([C:3]1[C:4]([C:26]2[CH:31]=[CH:30][C:29]([C:32]([F:34])([F:35])[F:33])=[CH:28][CH:27]=2)=[CH:5][C:6]([CH2:9][NH:10][C:11]([C@@H:13]2[CH2:17][C@@H:16]([F:18])[CH2:15][NH:14]2)=[O:12])=[N:7][CH:8]=1)#[N:2], predict the reactants needed to synthesize it. The reactants are: [C:1]([C:3]1[C:4]([C:26]2[CH:31]=[CH:30][C:29]([C:32]([F:35])([F:34])[F:33])=[CH:28][CH:27]=2)=[CH:5][C:6]([CH2:9][NH:10][C:11]([C@@H:13]2[CH2:17][C@@H:16]([F:18])[CH2:15][N:14]2C(OC(C)(C)C)=O)=[O:12])=[N:7][CH:8]=1)#[N:2].C(O)(C(F)(F)F)=O.[Cl:43]CCl.